This data is from Forward reaction prediction with 1.9M reactions from USPTO patents (1976-2016). The task is: Predict the product of the given reaction. (1) Given the reactants CO[C:3]([C:5]1[N:6]=[C:7]([C:24]#[N:25])[C:8]2[C:9](=[O:23])[N:10]([CH2:16][C:17]3[CH:22]=[CH:21][CH:20]=[CH:19][CH:18]=3)[CH:11]=[CH:12][C:13]=2[C:14]=1[OH:15])=[O:4].[NH2:26][CH2:27][CH2:28][CH2:29][CH2:30][C:31]([OH:33])=[O:32].C[O-].[Na+], predict the reaction product. The product is: [CH2:16]([N:10]1[C:9](=[O:23])[C:8]2[C:7]([C:24]#[N:25])=[N:6][C:5]([C:3]([NH:26][CH2:27][CH2:28][CH2:29][CH2:30][C:31]([OH:33])=[O:32])=[O:4])=[C:14]([OH:15])[C:13]=2[CH:12]=[CH:11]1)[C:17]1[CH:18]=[CH:19][CH:20]=[CH:21][CH:22]=1. (2) The product is: [C:8]([C:10]1[CH:11]=[C:12]([CH:31]2[O:36][CH2:35][CH2:34][NH:33][CH2:32]2)[CH:13]=[CH:14][C:15]=1[NH:16][C:17]([C:19]1[CH:23]=[CH:22][N:21]([C:24]2[CH:25]=[CH:26][C:27]([F:30])=[CH:28][CH:29]=2)[N:20]=1)=[O:18])#[N:9]. Given the reactants FC(F)(F)C(O)=O.[C:8]([C:10]1[CH:11]=[C:12]([CH:31]2[O:36][CH2:35][CH2:34][N:33](C(OC(C)(C)C)=O)[CH2:32]2)[CH:13]=[CH:14][C:15]=1[NH:16][C:17]([C:19]1[CH:23]=[CH:22][N:21]([C:24]2[CH:29]=[CH:28][C:27]([F:30])=[CH:26][CH:25]=2)[N:20]=1)=[O:18])#[N:9].[OH-].[Na+], predict the reaction product. (3) Given the reactants O[C:2]1([CH2:13][CH2:14][CH2:15][OH:16])[CH2:5][N:4]([C:6]([O:8][C:9]([CH3:12])([CH3:11])[CH3:10])=[O:7])[CH2:3]1.CC([O-])(C)C.[K+].C1(C)C=CC(S(Cl)(=O)=O)=CC=1.O, predict the reaction product. The product is: [C:9]([O:8][C:6]([N:4]1[CH2:3][C:2]2([O:16][CH2:15][CH2:14][CH2:13]2)[CH2:5]1)=[O:7])([CH3:10])([CH3:11])[CH3:12]. (4) Given the reactants Br.Br.[CH3:3][N:4]1[CH2:9][C@@H:8]2[CH2:10][C@H:5]1[CH2:6][NH:7]2.F[C:12]1[CH:17]=[CH:16][C:15]([N+:18]([O-:20])=[O:19])=[CH:14][C:13]=1[CH3:21].CCN(C(C)C)C(C)C, predict the reaction product. The product is: [CH3:3][N:4]1[CH2:9][C@@H:8]2[CH2:10][C@H:5]1[CH2:6][N:7]2[C:12]1[CH:17]=[CH:16][C:15]([N+:18]([O-:20])=[O:19])=[CH:14][C:13]=1[CH3:21]. (5) Given the reactants [CH3:1][CH:2]([CH3:38])[C@H:3]([N:8]1[CH2:16][C:15]2[C:10](=[CH:11][C:12]([C:17]3[CH:22]=[CH:21][C:20]([NH:23][C:24]([C:26]4S[C:28]([C:31]5[CH:36]=[CH:35][CH:34]=[CH:33][CH:32]=5)=[CH:29][N:30]=4)=[O:25])=[CH:19][CH:18]=3)=[CH:13][CH:14]=2)[C:9]1=[O:37])[C:4]([O:6][CH3:7])=[O:5].NC1C=CC(C2C=C3C(CN([C@@H](C(C)C)C(OC)=O)C3=[O:55])=CC=2)=CC=1.C1(C2OC(C(OCC)=O)=NC=2)C=CC=CC=1, predict the reaction product. The product is: [CH3:1][CH:2]([CH3:38])[C@H:3]([N:8]1[CH2:16][C:15]2[C:10](=[CH:11][C:12]([C:17]3[CH:22]=[CH:21][C:20]([NH:23][C:24]([C:26]4[O:55][C:28]([C:31]5[CH:36]=[CH:35][CH:34]=[CH:33][CH:32]=5)=[CH:29][N:30]=4)=[O:25])=[CH:19][CH:18]=3)=[CH:13][CH:14]=2)[C:9]1=[O:37])[C:4]([O:6][CH3:7])=[O:5].